From a dataset of Forward reaction prediction with 1.9M reactions from USPTO patents (1976-2016). Predict the product of the given reaction. (1) Given the reactants C[O:2][C:3](=[O:12])[CH:4]=[CH:5][C:6]1[N:7]=[C:8]([Br:11])[S:9][CH:10]=1.[OH-].[Li+], predict the reaction product. The product is: [Br:11][C:8]1[S:9][CH:10]=[C:6]([CH:5]=[CH:4][C:3]([OH:12])=[O:2])[N:7]=1. (2) Given the reactants [Br:1][C:2]1[C:7]([CH3:8])=[CH:6][C:5]([OH:9])=[C:4]([C:10]([CH3:13])([CH3:12])[CH3:11])[CH:3]=1.[CH2:14]([O:16]CC)C, predict the reaction product. The product is: [Br:1][C:2]1[C:7]([CH3:8])=[C:6]([C:5]([OH:9])=[C:4]([C:10]([CH3:13])([CH3:12])[CH3:11])[CH:3]=1)[CH:14]=[O:16]. (3) The product is: [Cl:21][C:19]1[CH:18]=[CH:17][C:16]([F:22])=[C:15]([CH2:14][S:8][C:9](=[O:11])[CH3:10])[CH:20]=1. Given the reactants ClC1SC(Cl)=CC=1C[S:8][C:9](=[O:11])[CH3:10].Br[CH2:14][C:15]1[CH:20]=[C:19]([Cl:21])[CH:18]=[CH:17][C:16]=1[F:22].BrCC1C=C(Cl)SC=1Cl, predict the reaction product.